This data is from Full USPTO retrosynthesis dataset with 1.9M reactions from patents (1976-2016). The task is: Predict the reactants needed to synthesize the given product. (1) Given the product [CH3:38][CH:36]([CH3:37])[C:35]([O:34][C@H:30]([O:29][C:43]([O:1][N:2]1[C:6](=[O:7])[C@@H:5]([O:8][C:9](=[O:16])[C:10]2[CH:11]=[CH:12][CH:13]=[CH:14][CH:15]=2)[C@H:4]([O:17][C:18](=[O:25])[C:19]2[CH:24]=[CH:23][CH:22]=[CH:21][CH:20]=2)[C:3]1=[O:26])=[O:45])[CH:31]([CH3:32])[CH3:33])=[O:39], predict the reactants needed to synthesize it. The reactants are: [OH:1][N:2]1[C:6](=[O:7])[C@@H:5]([O:8][C:9](=[O:16])[C:10]2[CH:15]=[CH:14][CH:13]=[CH:12][CH:11]=2)[C@H:4]([O:17][C:18](=[O:25])[C:19]2[CH:24]=[CH:23][CH:22]=[CH:21][CH:20]=2)[C:3]1=[O:26].C(=O)(SC)O[O:29][CH:30]([O:34][C:35](=[O:39])[CH:36]([CH3:38])[CH3:37])[CH:31]([CH3:33])[CH3:32].[C:43](OO)(=[O:45])C. (2) Given the product [NH2:3][C:4]1[C:13]([NH2:14])=[C:12]2[C:7]([C:8](=[O:23])[CH:9]=[C:10]([C:17]3[CH:22]=[CH:21][CH:20]=[CH:19][CH:18]=3)[O:11]2)=[CH:6][CH:5]=1, predict the reactants needed to synthesize it. The reactants are: [NH4+].[Cl-].[NH2:3][C:4]1[C:13]([N+:14]([O-])=O)=[C:12]2[C:7]([C:8](=[O:23])[CH:9]=[C:10]([C:17]3[CH:22]=[CH:21][CH:20]=[CH:19][CH:18]=3)[O:11]2)=[CH:6][CH:5]=1. (3) Given the product [Cl:1][CH2:2][C:3]([NH:11][C:10]1[CH:12]=[CH:13][C:7]([Cl:6])=[C:8]([C:14]([F:17])([F:15])[F:16])[CH:9]=1)=[O:4], predict the reactants needed to synthesize it. The reactants are: [Cl:1][CH2:2][C:3](Cl)=[O:4].[Cl:6][C:7]1[CH:13]=[CH:12][C:10]([NH2:11])=[CH:9][C:8]=1[C:14]([F:17])([F:16])[F:15].N1C=CC=CC=1. (4) Given the product [C:1]1([N:7]2[CH:20]=[C:10]3[N:11]([CH2:17][CH2:18][CH3:19])[C:12](=[O:16])[NH:13][C:14](=[O:15])[C:9]3=[N:8]2)[CH:2]=[CH:3][CH:4]=[CH:5][CH:6]=1, predict the reactants needed to synthesize it. The reactants are: [C:1]1([N:7]2[CH:20]=[C:10]3[N:11]([CH2:17][CH2:18][CH3:19])[C:12](=[O:16])[NH:13][C:14](=[O:15])[C:9]3=[N+:8]2[O-])[CH:6]=[CH:5][CH:4]=[CH:3][CH:2]=1. (5) Given the product [N+:1]([C:4]1[CH:9]=[CH:8][CH:7]=[CH:6][C:5]=1[CH2:10][CH2:11][NH2:12])([O-:3])=[O:2], predict the reactants needed to synthesize it. The reactants are: [N+:1]([C:4]1[CH:9]=[CH:8][CH:7]=[CH:6][C:5]=1[CH2:10][C:11]#[N:12])([O-:3])=[O:2].B.CSC.